Task: Predict which catalyst facilitates the given reaction.. Dataset: Catalyst prediction with 721,799 reactions and 888 catalyst types from USPTO (1) Reactant: [S:1]1[C:5]2[CH:6]=[CH:7][CH:8]=[CH:9][C:4]=2[C:3]([N:10]2[CH2:15][CH2:14][N:13]([CH2:16][CH2:17][C:18]3[CH:26]=[C:25]4[C:21]([CH2:22][CH2:23][CH:24]4[NH2:27])=[CH:20][CH:19]=3)[CH2:12][CH2:11]2)=[N:2]1.CCN(CC)CC.[C:35](Cl)(=[O:37])[CH3:36]. Product: [S:1]1[C:5]2[CH:6]=[CH:7][CH:8]=[CH:9][C:4]=2[C:3]([N:10]2[CH2:15][CH2:14][N:13]([CH2:16][CH2:17][C:18]3[CH:26]=[C:25]4[C:21]([CH2:22][CH2:23][CH:24]4[NH:27][C:35](=[O:37])[CH3:36])=[CH:20][CH:19]=3)[CH2:12][CH2:11]2)=[N:2]1. The catalyst class is: 1. (2) Reactant: [CH2:1]([O:8][C:9]([NH:11][CH:12]1[CH2:14][C:13]1([OH:20])[C:15]([O:17]CC)=[O:16])=[O:10])[C:2]1[CH:7]=[CH:6][CH:5]=[CH:4][CH:3]=1.C([O-])([O-])=O.[K+].[K+]. Product: [CH2:1]([O:8][C:9]([NH:11][CH:12]1[CH2:14][C:13]1([OH:20])[C:15]([OH:17])=[O:16])=[O:10])[C:2]1[CH:7]=[CH:6][CH:5]=[CH:4][CH:3]=1. The catalyst class is: 20. (3) Reactant: [N:1]1[C:9]2[CH:8]=[CH:7][N:6]=[CH:5][C:4]=2[S:3][C:2]=1[C:10]1[CH:11]=[C:12]([CH:17]=[C:18]([NH:20][C:21](=[O:34])[C:22]2[CH:27]=[C:26]([O:28][CH3:29])[C:25]([O:30][CH3:31])=[C:24]([O:32][CH3:33])[CH:23]=2)[CH:19]=1)[C:13]([O:15]C)=[O:14].O.[OH-].[Na+].Cl. Product: [N:1]1[C:9]2[CH:8]=[CH:7][N:6]=[CH:5][C:4]=2[S:3][C:2]=1[C:10]1[CH:11]=[C:12]([CH:17]=[C:18]([NH:20][C:21](=[O:34])[C:22]2[CH:23]=[C:24]([O:32][CH3:33])[C:25]([O:30][CH3:31])=[C:26]([O:28][CH3:29])[CH:27]=2)[CH:19]=1)[C:13]([OH:15])=[O:14]. The catalyst class is: 1. (4) Reactant: [C:1]([O:4][C@H:5]1[C@H:10]([O:11][C:12](=[O:14])[CH3:13])[C@@H:9]([O:15][C:16](=[O:18])[CH3:17])[C@H:8]([C:19]2[CH:24]=[CH:23][C:22]([Cl:25])=[C:21]([CH2:26][C:27]3[CH:32]=[CH:31][C:30]([C:33](=O)[CH3:34])=[CH:29][CH:28]=3)[CH:20]=2)[O:7][C@@H:6]1[CH2:36][O:37][C:38](=[O:40])[CH3:39])(=[O:3])[CH3:2].N1C=CC=CC=1.Cl.[CH2:48]([O:50][NH2:51])[CH3:49]. Product: [C:1]([O:4][C@H:5]1[C@H:10]([O:11][C:12](=[O:14])[CH3:13])[C@@H:9]([O:15][C:16](=[O:18])[CH3:17])[C@H:8]([C:19]2[CH:24]=[CH:23][C:22]([Cl:25])=[C:21]([CH2:26][C:27]3[CH:28]=[CH:29][C:30]([C:33](=[N:51][O:50][CH2:48][CH3:49])[CH3:34])=[CH:31][CH:32]=3)[CH:20]=2)[O:7][C@@H:6]1[CH2:36][O:37][C:38](=[O:40])[CH3:39])(=[O:3])[CH3:2]. The catalyst class is: 8. (5) The catalyst class is: 4. Reactant: [C:1]1([CH2:7][O:8][N:9]2[C:15](=[O:16])[N:14]3[CH2:17][C@H:10]2[CH2:11][CH2:12][C@H:13]3[C:18]([OH:20])=O)[CH:6]=[CH:5][CH:4]=[CH:3][CH:2]=1.[NH2:21][CH:22]1[CH2:27][CH2:26][N:25]([C:28]([O:30][C:31]([CH3:34])([CH3:33])[CH3:32])=[O:29])[CH2:24][CH2:23]1.C(N(CC)CC)C.C1C=CC2N(O)N=NC=2C=1.C(Cl)CCl. Product: [CH2:7]([O:8][N:9]1[C:15](=[O:16])[N:14]2[CH2:17][C@H:10]1[CH2:11][CH2:12][C@H:13]2[C:18]([NH:21][CH:22]1[CH2:23][CH2:24][N:25]([C:28]([O:30][C:31]([CH3:34])([CH3:33])[CH3:32])=[O:29])[CH2:26][CH2:27]1)=[O:20])[C:1]1[CH:2]=[CH:3][CH:4]=[CH:5][CH:6]=1.